From a dataset of Forward reaction prediction with 1.9M reactions from USPTO patents (1976-2016). Predict the product of the given reaction. Given the reactants [C:1]([C:3]1[CH:8]=[CH:7][C:6]([CH3:9])=[C:5]([F:10])[CH:4]=1)#[N:2].CC(N=NC(C#N)(C)C)(C#N)C.[Br:23][N:24]1[C:28](=[O:29])[CH2:27][CH2:26][C:25]1=[O:30], predict the reaction product. The product is: [CH2:27]1[C:28](=[O:29])[N:24]([Br:23])[C:25](=[O:30])[CH2:26]1.[Br:23][CH2:9][C:6]1[CH:7]=[CH:8][C:3]([C:1]#[N:2])=[CH:4][C:5]=1[F:10].